This data is from Peptide-MHC class I binding affinity with 185,985 pairs from IEDB/IMGT. The task is: Regression. Given a peptide amino acid sequence and an MHC pseudo amino acid sequence, predict their binding affinity value. This is MHC class I binding data. (1) The peptide sequence is MGLIYNRM. The binding affinity (normalized) is 0.0273. The MHC is Mamu-A02 with pseudo-sequence Mamu-A02. (2) The peptide sequence is FQMGGIGPM. The MHC is HLA-C14:02 with pseudo-sequence HLA-C14:02. The binding affinity (normalized) is 0.756.